From a dataset of NCI-60 drug combinations with 297,098 pairs across 59 cell lines. Regression. Given two drug SMILES strings and cell line genomic features, predict the synergy score measuring deviation from expected non-interaction effect. (1) Drug 1: CNC(=O)C1=NC=CC(=C1)OC2=CC=C(C=C2)NC(=O)NC3=CC(=C(C=C3)Cl)C(F)(F)F. Drug 2: CCN(CC)CCCC(C)NC1=C2C=C(C=CC2=NC3=C1C=CC(=C3)Cl)OC. Cell line: HT29. Synergy scores: CSS=50.8, Synergy_ZIP=3.03, Synergy_Bliss=3.98, Synergy_Loewe=-28.5, Synergy_HSA=2.21. (2) Drug 2: CCCCCOC(=O)NC1=NC(=O)N(C=C1F)C2C(C(C(O2)C)O)O. Cell line: NCI-H460. Synergy scores: CSS=3.83, Synergy_ZIP=-0.600, Synergy_Bliss=0.325, Synergy_Loewe=-2.61, Synergy_HSA=-1.75. Drug 1: CN(C)C1=NC(=NC(=N1)N(C)C)N(C)C. (3) Drug 1: CC(CN1CC(=O)NC(=O)C1)N2CC(=O)NC(=O)C2. Drug 2: CN(C)N=NC1=C(NC=N1)C(=O)N. Cell line: T-47D. Synergy scores: CSS=12.1, Synergy_ZIP=-1.24, Synergy_Bliss=2.05, Synergy_Loewe=0.788, Synergy_HSA=1.83. (4) Drug 1: C1CN1P(=S)(N2CC2)N3CC3. Drug 2: C1CN1C2=NC(=NC(=N2)N3CC3)N4CC4. Cell line: NCI-H226. Synergy scores: CSS=3.64, Synergy_ZIP=6.70, Synergy_Bliss=-1.01, Synergy_Loewe=-4.23, Synergy_HSA=-1.23. (5) Synergy scores: CSS=46.9, Synergy_ZIP=-0.465, Synergy_Bliss=-0.754, Synergy_Loewe=-29.3, Synergy_HSA=0.606. Drug 2: N.N.Cl[Pt+2]Cl. Drug 1: C(CN)CNCCSP(=O)(O)O. Cell line: A549. (6) Drug 1: CCC(=C(C1=CC=CC=C1)C2=CC=C(C=C2)OCCN(C)C)C3=CC=CC=C3.C(C(=O)O)C(CC(=O)O)(C(=O)O)O. Drug 2: CC12CCC3C(C1CCC2O)C(CC4=C3C=CC(=C4)O)CCCCCCCCCS(=O)CCCC(C(F)(F)F)(F)F. Cell line: HS 578T. Synergy scores: CSS=8.22, Synergy_ZIP=-1.11, Synergy_Bliss=5.92, Synergy_Loewe=4.47, Synergy_HSA=5.35. (7) Drug 1: C1=CC(=CC=C1CCCC(=O)O)N(CCCl)CCCl. Drug 2: CCCCCOC(=O)NC1=NC(=O)N(C=C1F)C2C(C(C(O2)C)O)O. Cell line: IGROV1. Synergy scores: CSS=26.6, Synergy_ZIP=-3.53, Synergy_Bliss=-0.103, Synergy_Loewe=-10.1, Synergy_HSA=0.300. (8) Drug 1: CC1=C(C(CCC1)(C)C)C=CC(=CC=CC(=CC(=O)O)C)C. Drug 2: C1=NC2=C(N1)C(=S)N=CN2. Cell line: SK-MEL-2. Synergy scores: CSS=-6.95, Synergy_ZIP=4.00, Synergy_Bliss=4.83, Synergy_Loewe=-4.64, Synergy_HSA=-3.48. (9) Drug 1: COC1=C2C(=CC3=C1OC=C3)C=CC(=O)O2. Drug 2: C(CN)CNCCSP(=O)(O)O. Cell line: NCI-H226. Synergy scores: CSS=-2.37, Synergy_ZIP=0.304, Synergy_Bliss=-3.29, Synergy_Loewe=-6.92, Synergy_HSA=-8.35.